This data is from Experimentally validated miRNA-target interactions with 360,000+ pairs, plus equal number of negative samples. The task is: Binary Classification. Given a miRNA mature sequence and a target amino acid sequence, predict their likelihood of interaction. (1) The miRNA is hsa-miR-6840-3p with sequence GCCCAGGACUUUGUGCGGGGUG. The protein sequence of the target gene is MAENLKRLVSNETLRTLQEKLDFWLKEYNTNTCDQNLNHCLELIEQVAKVQGQLFGILTAAAQEGGRNDGVETIKSRLLPWLEASFTAASLGKSVDSKVPSLQDTFDRERHKDPSPRDRDMQQLDSNLNSTRSQCNQVQDDLVETEKNLEESKNRSAISLLAAEEEINQLKKQLKSLQAQEDARHRNTDQRSSENRRSEPWSLEERKREQWNSLKQNADQQDTEAMSDYKKQLRNLKEEIAVLSAEKSALQGRSSRSRSPSPAPRSRSCSRSRSASPSTAVKVRRPSPNRSKLSNVARKA.... Result: 1 (interaction). (2) The miRNA is hsa-miR-6752-3p with sequence UCCCUGCCCCCAUACUCCCAG. The protein sequence of the target gene is MDSPGYNCFVDKDKMDAAIQDLGPKELSCTELQELKQLARQGYWAQSHALRGKVYQRLIRDIPCRTVTPDASVYSDIVGKIVGKHSSSCLPLPEFVDNTQVPSYCLNARGEGAVRKILLCLANQFPDISFCPALPAVVALLLHYSIDEAECFEKACRILACNDPGRRLIDQSFLAFESSCMTFGDLVNKYCQAAHKLMVAVSEDVLQVYADWQRWLFGELPLCYFARVFDVFLVEGYKVLYRVALAILKFFHKVRAGQPLESDSVKQDIRTFVRDIAKTVSPEKLLEKAFAIRLFSRKEI.... Result: 1 (interaction). (3) The miRNA is mmu-miR-297a-5p with sequence AUGUAUGUGUGCAUGUGCAUGU. The protein sequence of the target gene is MKTPEDPGSPKQHEVVDSAGTSTRDRQAPLPTEPKFDMLYKIEDVPPWYLCILLGFQHYLTCFSGTIAVPFLLAEALCVGRDQHMVSQLIGTIFTCVGITTLIQTTVGIRLPLFQASAFAFLVPAKSILALERWKCPSEEEIYGNWSMPLNTSHIWHPRIREVQGAIMVSSMVEVVIGLMGLPGALLSYIGPLTVTPTVSLIGLSVFQAAGDRAGSHWGISACSILLIVLFSQYLRNLTFLLPVYRWGKGLTLFRVQIFKMFPIVLAIMTVWLLCYVLTLTDVLPADPTVYGFQARTDAR.... Result: 0 (no interaction). (4) The miRNA is hsa-miR-4639-3p with sequence UCACUCUCACCUUGCUUUGC. The protein sequence of the target gene is MAGLGFWGHPAGPLLLLLLLVLPPRALPEGPLVFVALVFRHGDRAPLASYPMDPHKEVASTLWPRGLGQLTTEGVRQQLELGRFLRSRYEAFLSPEYRREEVYIRSTDFDRTLESAQANLAGLFPEAAPGSPEARWRPIPVHTVPVAEDKLLRFPMRSCPRYHELLREATEAAEYQEALEGWTGFLSRLENFTGLSLVGEPLRRAWKVLDTLMCQQAHGLPLPAWASPDVLRTLAQISALDIGAHVGPPRAAEKAQLTGGILLNAILANFSRVQRLGLPLKMVMYSAHDSTLLALQGALG.... Result: 0 (no interaction). (5) The miRNA is hsa-miR-181c-5p with sequence AACAUUCAACCUGUCGGUGAGU. The protein sequence of the target gene is MKALLALPLLLLLSTPPCAPQVSGIRGDALERFCLQQPLDCDDIYAQGYQSDGVYLIYPSGPSVPVPVFCDMTTEGGKWTVFQKRFNGSVSFFRGWNDYKLGFGRADGEYWLGLQNMHLLTLKQKYELRVDLEDFENNTAYAKYADFSISPNAVSAEEDGYTLFVAGFEDGGAGDSLSYHSGQKFSTFDRDQDLFVQNCAALSSGAFWFRSCHFANLNGFYLGGSHLSYANGINWAQWKGFYYSLKRTEMKIRRA. Result: 0 (no interaction).